Dataset: Full USPTO retrosynthesis dataset with 1.9M reactions from patents (1976-2016). Task: Predict the reactants needed to synthesize the given product. (1) Given the product [Si:1]([O:8][C@H:9]1[C:18](=[O:19])[C:17]2[CH:16]=[CH:15][N:14]3[CH:20]=[C:21]([CH3:23])[N:22]=[C:13]3[C:12]=2[NH:11][C@@H:10]1[C:24]1[CH:29]=[CH:28][CH:27]=[CH:26][CH:25]=1)([C:4]([CH3:7])([CH3:5])[CH3:6])([CH3:3])[CH3:2], predict the reactants needed to synthesize it. The reactants are: [Si:1]([O:8][C@H:9]1[C:18](=[O:19])[C:17]2[CH2:16][CH2:15][N:14]3[CH:20]=[C:21]([CH3:23])[N:22]=[C:13]3[C:12]=2[NH:11][C@@H:10]1[C:24]1[CH:29]=[CH:28][CH:27]=[CH:26][CH:25]=1)([C:4]([CH3:7])([CH3:6])[CH3:5])([CH3:3])[CH3:2].ClC1C(=O)C(C#N)=C(C#N)C(=O)C=1Cl. (2) Given the product [CH:1]1([C:7]2[CH:8]=[CH:9][C:10]([NH:13][C:27](=[O:28])[C@H:26]([NH:30][C:57]([NH:56][CH2:55][C:52]3[CH:51]=[CH:50][C:49]([Cl:48])=[CH:54][CH:53]=3)=[O:58])[CH2:25][CH2:24][CH2:23][CH2:22][NH2:21])=[CH:11][CH:12]=2)[CH2:2][CH2:3][CH2:4][CH2:5][CH2:6]1, predict the reactants needed to synthesize it. The reactants are: [CH:1]1([C:7]2[CH:12]=[CH:11][C:10]([NH2:13])=[CH:9][CH:8]=2)[CH2:6][CH2:5][CH2:4][CH2:3][CH2:2]1.C(OC([NH:21][CH2:22][CH2:23][CH2:24][CH2:25][C@@H:26]([NH:30]C(OCC1C2C=CC=CC=2C2C1=CC=CC=2)=O)[C:27](O)=[O:28])=O)(C)(C)C.[Cl:48][C:49]1[CH:54]=[CH:53][C:52]([CH2:55][N:56]=[C:57]=[O:58])=[CH:51][CH:50]=1. (3) The reactants are: [Br:1][C:2]1[C:3]([OH:11])=[C:4]([CH:7]=[C:8]([F:10])[CH:9]=1)C=O.C1C=C(Cl)C=C(C(OO)=[O:20])C=1.[OH-].[Na+].Cl. Given the product [Br:1][C:2]1[CH:9]=[C:8]([F:10])[CH:7]=[C:4]([OH:20])[C:3]=1[OH:11], predict the reactants needed to synthesize it. (4) Given the product [CH:10]1([C@H:8]([C:4]2[CH:5]=[CH:6][CH:7]=[C:2]([C:26]([OH:29])([CH3:25])[CH2:27][CH3:28])[C:3]=2[OH:13])[CH3:9])[CH2:12][CH2:11]1, predict the reactants needed to synthesize it. The reactants are: Br[C:2]1[CH:7]=[CH:6][CH:5]=[C:4]([C@@H:8]([CH:10]2[CH2:12][CH2:11]2)[CH3:9])[C:3]=1[OH:13].C([Li])CCC.CCCCCC.[CH3:25][C:26](=[O:29])[CH2:27][CH3:28]. (5) Given the product [CH3:11][O:12][C:13]([C:15]1([CH2:33][OH:34])[CH2:19][C:18](=[O:20])[N:17]([C:21]2[C:26]([CH3:27])=[CH:25][CH:24]=[CH:23][C:22]=2[CH3:28])[CH2:16]1)=[O:14], predict the reactants needed to synthesize it. The reactants are: [Li+].C[Si]([N-][Si](C)(C)C)(C)C.[CH3:11][O:12][C:13]([CH:15]1[CH2:19][C:18](=[O:20])[N:17]([C:21]2[C:26]([CH3:27])=[CH:25][CH:24]=[CH:23][C:22]=2[CH3:28])[CH2:16]1)=[O:14].[NH4+].[Cl-].C1C[O:34][CH2:33]C1. (6) Given the product [NH2:1][CH:4]([C:8]1[N:9]([CH2:19][C:20]2[CH:21]=[CH:22][CH:23]=[CH:24][CH:25]=2)[C:10](=[O:18])[C:11]2[C:16]([CH3:17])=[N:15][O:14][C:12]=2[N:13]=1)[CH:5]([CH3:7])[CH3:6], predict the reactants needed to synthesize it. The reactants are: [N:1]([CH:4]([C:8]1[N:9]([CH2:19][C:20]2[CH:25]=[CH:24][CH:23]=[CH:22][CH:21]=2)[C:10](=[O:18])[C:11]2[C:16]([CH3:17])=[N:15][O:14][C:12]=2[N:13]=1)[CH:5]([CH3:7])[CH3:6])=[N+]=[N-].C1(P(C2C=CC=CC=2)C2C=CC=CC=2)C=CC=CC=1.O.